This data is from Catalyst prediction with 721,799 reactions and 888 catalyst types from USPTO. The task is: Predict which catalyst facilitates the given reaction. (1) Reactant: [NH2:1][C:2]1[C:3]([NH:11][C@H:12]2[CH2:17][CH2:16][C@H:15]([CH2:18][C:19]#[N:20])[CH2:14][CH2:13]2)=[C:4]2[S:10][CH:9]=[CH:8][C:5]2=[N:6][CH:7]=1.C(O[C:24](OCC)(OCC)[CH2:25][CH3:26])C. Product: [CH2:25]([C:26]1[N:11]([C@H:12]2[CH2:13][CH2:14][C@H:15]([CH2:18][C:19]#[N:20])[CH2:16][CH2:17]2)[C:3]2=[C:4]3[S:10][CH:9]=[CH:8][C:5]3=[N:6][CH:7]=[C:2]2[N:1]=1)[CH3:24]. The catalyst class is: 404. (2) Reactant: [Cl:1][C:2]1[CH:10]=[C:9]([CH3:11])[C:8]([CH2:12][NH:13][C:14](=[O:18])[CH:15]([CH3:17])[CH3:16])=[CH:7][C:3]=1[C:4]([OH:6])=O.S(O)(O)(=O)=O.[NH2:24][C:25]1[NH:26][CH:27]=[CH:28][N:29]=1.CCN(C(C)C)C(C)C.F[P-](F)(F)(F)(F)F.N1(O[P+](N(C)C)(N(C)C)N(C)C)C2C=CC=CC=2N=N1. Product: [Cl:1][C:2]1[CH:10]=[C:9]([CH3:11])[C:8]([CH2:12][NH:13][C:14](=[O:18])[CH:15]([CH3:17])[CH3:16])=[CH:7][C:3]=1[C:4]([NH:24][C:25]1[NH:26][CH:27]=[CH:28][N:29]=1)=[O:6]. The catalyst class is: 3. (3) Product: [C:18]([NH:15][C:3]1[CH:4]=[C:5]([C:8](=[O:14])[CH2:9][CH2:10][C:11]([OH:13])=[O:12])[CH:6]=[CH:7][C:2]=1[CH3:1])(=[O:20])[CH3:19]. The catalyst class is: 350. Reactant: [CH3:1][C:2]1[CH:7]=[CH:6][C:5]([C:8](=[O:14])[CH2:9][CH2:10][C:11]([OH:13])=[O:12])=[CH:4][C:3]=1[N+:15]([O-])=O.[C:18](OC(=O)C)(=[O:20])[CH3:19].